Dataset: Forward reaction prediction with 1.9M reactions from USPTO patents (1976-2016). Task: Predict the product of the given reaction. (1) Given the reactants [H-].[Na+].[N:3]1[C:8]2[NH:9][CH:10]=[C:11]([C:12](=[O:14])[CH3:13])[C:7]=2[CH:6]=[CH:5][N:4]=1.Br[CH2:16][C:17]([O:19][C:20]([CH3:23])([CH3:22])[CH3:21])=[O:18].O, predict the reaction product. The product is: [C:20]([O:19][C:17](=[O:18])[CH2:16][N:9]1[C:8]2[N:3]=[N:4][CH:5]=[CH:6][C:7]=2[C:11]([C:12](=[O:14])[CH3:13])=[CH:10]1)([CH3:23])([CH3:22])[CH3:21]. (2) The product is: [CH3:1][C:2]([CH2:9][CH2:10][CH2:11][CH:12]([CH3:24])[CH2:13][CH2:14][CH2:15][CH:16]([CH3:23])[CH2:17][CH2:18][CH2:19][CH:20]([CH3:22])[CH3:21])=[CH:3][CH2:4][C:5]([O:7][CH2:8][CH:26]([CH2:27][OH:28])[OH:25])=[O:6]. Given the reactants [CH3:1][C:2]([CH2:9][CH2:10][CH2:11][CH:12]([CH3:24])[CH2:13][CH2:14][CH2:15][CH:16]([CH3:23])[CH2:17][CH2:18][CH2:19][CH:20]([CH3:22])[CH3:21])=[CH:3][CH2:4][C:5]([O:7][CH3:8])=[O:6].[OH:25][CH2:26][CH:27](CO)[OH:28].C(=O)([O-])[O-].[K+].[K+].Cl, predict the reaction product. (3) Given the reactants [Cl:1][C:2]1[S:6][C:5]([S:7]([NH2:10])(=[O:9])=[O:8])=[CH:4][CH:3]=1.[C:11](N1C=CN=C1)(N1C=CN=C1)=[O:12].[Cl:23][C:24]1[C:25]([N:37]2[CH2:42][CH2:41][NH:40][CH2:39][CH2:38]2)=[N:26][CH:27]=[C:28]([CH:36]=1)[C:29]([O:31][CH2:32][CH2:33][CH2:34][CH3:35])=[O:30].CCOC(C)=O, predict the reaction product. The product is: [Cl:23][C:24]1[C:25]([N:37]2[CH2:38][CH2:39][N:40]([C:11]([NH:10][S:7]([C:5]3[S:6][C:2]([Cl:1])=[CH:3][CH:4]=3)(=[O:9])=[O:8])=[O:12])[CH2:41][CH2:42]2)=[N:26][CH:27]=[C:28]([CH:36]=1)[C:29]([O:31][CH2:32][CH2:33][CH2:34][CH3:35])=[O:30]. (4) Given the reactants S(Cl)([Cl:3])=O.[Br:5][CH2:6][CH2:7][C:8]([C:18]1[CH:23]=[CH:22][CH:21]=[CH:20][CH:19]=1)([C:12]1[CH:17]=[CH:16][CH:15]=[CH:14][CH:13]=1)[C:9](O)=[O:10], predict the reaction product. The product is: [Br:5][CH2:6][CH2:7][C:8]([C:18]1[CH:23]=[CH:22][CH:21]=[CH:20][CH:19]=1)([C:12]1[CH:17]=[CH:16][CH:15]=[CH:14][CH:13]=1)[C:9]([Cl:3])=[O:10]. (5) Given the reactants C([O:5][C:6](=[O:30])[CH2:7][N:8]1[C:16]2[C:11](=[CH:12][C:13]([Cl:17])=[CH:14][CH:15]=2)[C:10]([C:18]2[C:27]3[C:22](=[CH:23][CH:24]=[CH:25][CH:26]=3)[C:21](=[O:28])[NH:20][N:19]=2)=[C:9]1[CH3:29])(C)(C)C.[CH2:31](Br)[C:32]1[CH:37]=[CH:36][CH:35]=[CH:34][CH:33]=1, predict the reaction product. The product is: [CH2:31]([N:20]1[C:21](=[O:28])[C:22]2[C:27](=[CH:26][CH:25]=[CH:24][CH:23]=2)[C:18]([C:10]2[C:11]3[C:16](=[CH:15][CH:14]=[C:13]([Cl:17])[CH:12]=3)[N:8]([CH2:7][C:6]([OH:5])=[O:30])[C:9]=2[CH3:29])=[N:19]1)[C:32]1[CH:37]=[CH:36][CH:35]=[CH:34][CH:33]=1. (6) Given the reactants [C:1]1([C:13]([OH:15])=O)[C:11]2=[C:12]3[C:7](=[CH:8][CH:9]=[CH:10]2)[CH2:6][CH2:5][CH2:4][N:3]3[CH:2]=1.Cl.[NH2:17][CH2:18][CH2:19][CH2:20][CH2:21][CH2:22][CH2:23][CH2:24][C:25]([NH:27][O:28][CH2:29][C:30]1[CH:35]=[CH:34][CH:33]=[CH:32][CH:31]=1)=[O:26], predict the reaction product. The product is: [CH2:29]([O:28][NH:27][C:25](=[O:26])[CH2:24][CH2:23][CH2:22][CH2:21][CH2:20][CH2:19][CH2:18][NH:17][C:13]([C:1]1[C:11]2=[C:12]3[C:7](=[CH:8][CH:9]=[CH:10]2)[CH2:6][CH2:5][CH2:4][N:3]3[CH:2]=1)=[O:15])[C:30]1[CH:35]=[CH:34][CH:33]=[CH:32][CH:31]=1. (7) Given the reactants C[O:2][C:3](=[O:22])[CH2:4][CH2:5][O:6][C:7]1[CH:12]=[CH:11][C:10]([NH:13][C:14]2[C:19]([NH2:20])=[CH:18][N:17]=[C:16]([Cl:21])[N:15]=2)=[CH:9][CH:8]=1.[N:23]([O-])=O.[Na+], predict the reaction product. The product is: [Cl:21][C:16]1[N:17]=[CH:18][C:19]2[N:20]=[N:23][N:13]([C:10]3[CH:11]=[CH:12][C:7]([O:6][CH2:5][CH2:4][C:3]([OH:2])=[O:22])=[CH:8][CH:9]=3)[C:14]=2[N:15]=1.